This data is from Forward reaction prediction with 1.9M reactions from USPTO patents (1976-2016). The task is: Predict the product of the given reaction. (1) Given the reactants [N+:1]([C:4]1[CH:12]=[CH:11][CH:10]=[C:9]2[C:5]=1[CH:6]=[N:7][NH:8]2)([O-:3])=[O:2].C(=O)([O-])[O-].[K+].[K+].Cl.[CH2:20](Cl)[CH3:21].[CH3:23][N:24](C=O)[CH3:25], predict the reaction product. The product is: [CH3:23][N:24]([CH3:25])[CH2:20][CH2:21][N:8]1[C:9]2[C:5](=[C:4]([N+:1]([O-:3])=[O:2])[CH:12]=[CH:11][CH:10]=2)[CH:6]=[N:7]1. (2) Given the reactants [C:1]([C:4]1[CH:5]=[C:6]([C:20]2[C:21]([CH3:26])=[N:22][O:23][C:24]=2[CH3:25])[CH:7]=[C:8]2[C:16]=1[NH:15][C:14]1[CH:13]=[C:12]([C:17]([OH:19])=[O:18])[CH:11]=[CH:10][C:9]2=1)(=[O:3])[NH2:2].C(=O)([O-])[O-].[K+].[K+].Br[CH2:34][CH:35]1[CH2:37][CH2:36]1.[OH-].[Na+], predict the reaction product. The product is: [C:1]([C:4]1[CH:5]=[C:6]([C:20]2[C:21]([CH3:26])=[N:22][O:23][C:24]=2[CH3:25])[CH:7]=[C:8]2[C:16]=1[N:15]([CH2:34][CH:35]1[CH2:37][CH2:36]1)[C:14]1[CH:13]=[C:12]([C:17]([OH:19])=[O:18])[CH:11]=[CH:10][C:9]2=1)(=[O:3])[NH2:2]. (3) Given the reactants I[C:2]1[N:11]=[C:10]2[N:4]([CH2:5][CH2:6][C:7]3[CH:23]=[CH:22][CH:21]=[CH:20][C:8]=3[CH:9]2[O:12][CH:13]2[CH2:18][CH2:17][N:16]([CH3:19])[CH2:15][CH2:14]2)[CH:3]=1.[Li][CH2:25][CH2:26][CH2:27][CH3:28].[CH:29](=[O:36])[C:30]1[CH:35]=[CH:34][CH:33]=[CH:32][CH:31]=1.C([O-])(O)=O.[Na+].[Mn]([O-])([O-])(=O)=O.[Ba+2].[CH2:48]1COC[CH2:49]1, predict the reaction product. The product is: [CH3:19][N:16]1[CH2:17][CH2:18][CH:13]([O:12][CH:9]2[C:8]3[CH:20]=[CH:21][CH:22]=[CH:23][C:7]=3[CH2:6][CH2:5][N:4]3[C:10]2=[N:11][C:2]([C:25]2[CH:49]=[CH:48][C:28]([C:29]([C:30]4[CH:35]=[CH:34][CH:33]=[CH:32][CH:31]=4)=[O:36])=[CH:27][CH:26]=2)=[CH:3]3)[CH2:14][CH2:15]1. (4) Given the reactants [Cl:1][C:2]1[CH:3]=[C:4]([CH:6]=[CH:7][C:8]=1[Cl:9])[NH2:5].O=[C:11]1[CH2:15][CH2:14][N:13]([C:16]([O:18][C:19]([CH3:22])([CH3:21])[CH3:20])=[O:17])[CH2:12]1.[BH3-]C#N.[Na+], predict the reaction product. The product is: [Cl:1][C:2]1[CH:3]=[C:4]([NH:5][CH:15]2[CH2:11][CH2:12][N:13]([C:16]([O:18][C:19]([CH3:22])([CH3:21])[CH3:20])=[O:17])[CH2:14]2)[CH:6]=[CH:7][C:8]=1[Cl:9]. (5) Given the reactants [CH2:1]([O:8][C@@H:9]1[C@@H:15]([O:16][CH2:17][C:18]2[CH:23]=[CH:22][CH:21]=[CH:20][CH:19]=2)[C@H:14]([O:24][CH2:25][C:26]2[CH:31]=[CH:30][CH:29]=[CH:28][CH:27]=2)[C@@H:13]([CH2:32][O:33][CH2:34][C:35]2[CH:40]=[CH:39][CH:38]=[CH:37][CH:36]=2)[O:12][C:10]1=[O:11])[C:2]1[CH:7]=[CH:6][CH:5]=[CH:4][CH:3]=1.[Li][CH3:42], predict the reaction product. The product is: [CH2:1]([O:8][C@@H:9]1[C@@H:15]([O:16][CH2:17][C:18]2[CH:23]=[CH:22][CH:21]=[CH:20][CH:19]=2)[C@H:14]([O:24][CH2:25][C:26]2[CH:27]=[CH:28][CH:29]=[CH:30][CH:31]=2)[C@@H:13]([CH2:32][O:33][CH2:34][C:35]2[CH:36]=[CH:37][CH:38]=[CH:39][CH:40]=2)[O:12][C:10]1([OH:11])[CH3:42])[C:2]1[CH:3]=[CH:4][CH:5]=[CH:6][CH:7]=1. (6) Given the reactants [Si](OC[C@@H]1C[C@@H](O)CN1)(C(C)(C)C)(C)C.[CH2:16]([O:23][C:24]1[C:43]([O:44][CH3:45])=[CH:42][C:27]([C:28]([N:30]2[CH:34]=[C:33](CC(OC)=O)[CH2:32][C@H:31]2[CH2:40]O)=[O:29])=[C:26]([N+:46]([O-])=O)[CH:25]=1)C1C=CC=CC=1, predict the reaction product. The product is: [CH3:45][O:44][C:43]1[C:24]([O:23][CH3:16])=[CH:25][C:26]2[N:46]=[CH:40][C@@H:31]3[CH2:32][CH2:33][CH2:34][N:30]3[C:28](=[O:29])[C:27]=2[CH:42]=1. (7) Given the reactants [C:1]1([CH2:7]C(N)=O)[CH:6]=[CH:5][CH:4]=[CH:3][CH:2]=1.C1(CCC=O)C=CC=CC=1.C1([CH2:27][CH:28]([NH:39][C:40](=[O:48])[CH2:41][C:42]2[CH:47]=[CH:46][CH:45]=[CH:44][CH:43]=2)[NH:29][C:30](=[O:38])[CH2:31][C:32]2[CH:37]=[CH:36][CH:35]=[CH:34][CH:33]=2)C=CC=CC=1, predict the reaction product. The product is: [C:1]1([CH2:7][CH2:27][CH:28]([NH:39][C:40](=[O:48])[CH2:41][C:42]2[CH:47]=[CH:46][CH:45]=[CH:44][CH:43]=2)[NH:29][C:30](=[O:38])[CH2:31][C:32]2[CH:33]=[CH:34][CH:35]=[CH:36][CH:37]=2)[CH:6]=[CH:5][CH:4]=[CH:3][CH:2]=1.